Dataset: Full USPTO retrosynthesis dataset with 1.9M reactions from patents (1976-2016). Task: Predict the reactants needed to synthesize the given product. (1) Given the product [CH2:14]([O:13][C:11]1[C:12]2[C:4]([CH2:1][CH:2]=[CH:3][C:28]([NH2:32])=[O:31])=[CH:5][N:6]([S:18]([C:21]3[CH:26]=[CH:25][C:24]([CH3:27])=[CH:23][CH:22]=3)(=[O:20])=[O:19])[C:7]=2[N:8]=[CH:9][N:10]=1)[CH:15]([CH3:17])[CH3:16], predict the reactants needed to synthesize it. The reactants are: [CH2:1]([C:4]1[C:12]2[C:11]([O:13][CH2:14][CH:15]([CH3:17])[CH3:16])=[N:10][CH:9]=[N:8][C:7]=2[N:6]([S:18]([C:21]2[CH:26]=[CH:25][C:24]([CH3:27])=[CH:23][CH:22]=2)(=[O:20])=[O:19])[CH:5]=1)[CH:2]=[CH2:3].[C:28]([NH2:32])(=[O:31])C=C. (2) Given the product [Br-:47].[C:23]([O:22][CH2:21][CH2:20][N:19]([CH2:18][CH2:17][O:16][C:1](=[O:15])[CH2:2][CH2:3][CH2:4][CH2:5][CH2:6][CH2:7][CH2:8][CH2:9][CH2:10][CH2:11][CH2:12][CH2:13][CH3:14])[C:38](=[O:46])[CH2:39][S:40][CH2:41][CH2:42][N+:43]([CH2:48][CH2:49][OH:50])([CH3:44])[CH3:45])(=[O:37])[CH2:24][CH2:25][CH2:26][CH2:27][CH2:28][CH2:29][CH2:30][CH2:31][CH2:32][CH2:33][CH2:34][CH2:35][CH3:36], predict the reactants needed to synthesize it. The reactants are: [C:1]([O:16][CH2:17][CH2:18][N:19]([C:38](=[O:46])[CH2:39][S:40][CH2:41][CH2:42][N:43]([CH3:45])[CH3:44])[CH2:20][CH2:21][O:22][C:23](=[O:37])[CH2:24][CH2:25][CH2:26][CH2:27][CH2:28][CH2:29][CH2:30][CH2:31][CH2:32][CH2:33][CH2:34][CH2:35][CH3:36])(=[O:15])[CH2:2][CH2:3][CH2:4][CH2:5][CH2:6][CH2:7][CH2:8][CH2:9][CH2:10][CH2:11][CH2:12][CH2:13][CH3:14].[Br:47][CH2:48][CH2:49][OH:50]. (3) Given the product [C:1]([N:4]1[C:13]2[C:8](=[CH:9][C:10]([C:14]3[CH:24]=[CH:23][C:17]([C:18]([O:20][CH2:21][CH3:22])=[O:19])=[CH:16][CH:15]=3)=[CH:11][CH:12]=2)[C@H:7]([NH:25][C:28]2[CH:35]=[CH:34][C:31]([C:32]#[N:33])=[CH:30][N:29]=2)[CH2:6][C@@H:5]1[CH3:26])(=[O:3])[CH3:2], predict the reactants needed to synthesize it. The reactants are: [C:1]([N:4]1[C:13]2[C:8](=[CH:9][C:10]([C:14]3[CH:24]=[CH:23][C:17]([C:18]([O:20][CH2:21][CH3:22])=[O:19])=[CH:16][CH:15]=3)=[CH:11][CH:12]=2)[C@H:7]([NH2:25])[CH2:6][C@@H:5]1[CH3:26])(=[O:3])[CH3:2].Cl[C:28]1[CH:35]=[CH:34][C:31]([C:32]#[N:33])=[CH:30][N:29]=1.CCN(C(C)C)C(C)C. (4) Given the product [C:1]1([CH:7]([CH2:8][CH2:9][OH:10])[CH2:12][CH2:13][OH:14])[CH:6]=[CH:5][CH:4]=[CH:3][CH:2]=1, predict the reactants needed to synthesize it. The reactants are: [C:1]1([CH:7]([CH2:12][C:13](O)=[O:14])[CH2:8][C:9](O)=[O:10])[CH:6]=[CH:5][CH:4]=[CH:3][CH:2]=1.[H-].[Al+3].[Li+].[H-].[H-].[H-].C(O)(C)C.Cl. (5) Given the product [CH2:27]([O:31][C:32]([NH:1][C@H:2]([C:7]([NH:34][C@@H:33]([C:32]([O:31][C:27]([CH3:30])([CH3:29])[CH3:28])=[O:36])[CH3:35])=[O:9])[CH2:3][CH2:4][S:5][CH3:6])=[O:36])[C:14]1[CH:13]=[CH:12][CH:11]=[CH:10][CH:15]=1, predict the reactants needed to synthesize it. The reactants are: [NH2:1][C@H:2]([C:7]([OH:9])=O)[CH2:3][CH2:4][S:5][CH3:6].[CH:10]1[CH:11]=[CH:12][C:13]2N(O)N=N[C:14]=2[CH:15]=1.C(N(CC)CC)C.[C:27]([O:31][C:32](=[O:36])[C@H:33]([CH3:35])[NH2:34])([CH3:30])([CH3:29])[CH3:28]. (6) Given the product [NH2:12][C:5]1[C:6]2[C:11](=[CH:10][CH:9]=[CH:8][CH:7]=2)[C:2]([C:21]2[N:22]=[C:23]([N:43]3[CH2:44][CH2:45][O:46][CH2:47][CH2:48]3)[C:24]3[S:29][C:28]([CH2:30][N:31]4[CH2:32][CH2:33][N:34]([C:37]([CH3:42])([CH3:41])[C:38]([NH2:40])=[O:39])[CH2:35][CH2:36]4)=[CH:27][C:25]=3[N:26]=2)=[CH:3][N:4]=1, predict the reactants needed to synthesize it. The reactants are: Br[C:2]1[C:11]2[C:6](=[CH:7][CH:8]=[CH:9][CH:10]=2)[C:5]([NH2:12])=[N:4][CH:3]=1.C([O-])(=O)C.[K+].N#N.Cl[C:21]1[N:22]=[C:23]([N:43]2[CH2:48][CH2:47][O:46][CH2:45][CH2:44]2)[C:24]2[S:29][C:28]([CH2:30][N:31]3[CH2:36][CH2:35][N:34]([C:37]([CH3:42])([CH3:41])[C:38]([NH2:40])=[O:39])[CH2:33][CH2:32]3)=[CH:27][C:25]=2[N:26]=1.C(=O)([O-])[O-].[Na+].[Na+].C(P(C(C)(C)C)C(C)(C)C)(C)(C)C. (7) Given the product [F:1][C:2]1[C:7]([CH:42]([OH:43])[C:35]2[C:36]3[C:37](=[N:38][CH:39]=[CH:40][CH:41]=3)[N:33]([Si:32]([CH:44]([CH3:46])[CH3:45])([CH:47]([CH3:49])[CH3:48])[CH:29]([CH3:30])[CH3:31])[CH:34]=2)=[C:6]([F:8])[CH:5]=[CH:4][C:3]=1[NH:9][S:10]([C:13]1[CH:18]=[CH:17][CH:16]=[C:15]([O:19][CH3:20])[CH:14]=1)(=[O:11])=[O:12], predict the reactants needed to synthesize it. The reactants are: [F:1][C:2]1[CH:7]=[C:6]([F:8])[CH:5]=[CH:4][C:3]=1[NH:9][S:10]([C:13]1[CH:18]=[CH:17][CH:16]=[C:15]([O:19][CH3:20])[CH:14]=1)(=[O:12])=[O:11].C([N-]C(C)C)(C)C.[Li+].[CH:29]([Si:32]([CH:47]([CH3:49])[CH3:48])([CH:44]([CH3:46])[CH3:45])[N:33]1[C:37]2=[N:38][CH:39]=[CH:40][CH:41]=[C:36]2[C:35]([CH:42]=[O:43])=[CH:34]1)([CH3:31])[CH3:30].O.